Dataset: Peptide-MHC class I binding affinity with 185,985 pairs from IEDB/IMGT. Task: Regression. Given a peptide amino acid sequence and an MHC pseudo amino acid sequence, predict their binding affinity value. This is MHC class I binding data. (1) The peptide sequence is HFLPLLALL. The MHC is H-2-Kd with pseudo-sequence H-2-Kd. The binding affinity (normalized) is 0. (2) The peptide sequence is TRTSPNIPK. The MHC is HLA-A02:01 with pseudo-sequence HLA-A02:01. The binding affinity (normalized) is 0.0847. (3) The peptide sequence is VLAEAMSQV. The MHC is HLA-A68:02 with pseudo-sequence HLA-A68:02. The binding affinity (normalized) is 0.305. (4) The peptide sequence is IVRTNRNEL. The MHC is HLA-B39:01 with pseudo-sequence HLA-B39:01. The binding affinity (normalized) is 0.0847. (5) The binding affinity (normalized) is 0.147. The MHC is HLA-A24:02 with pseudo-sequence HLA-A24:02. The peptide sequence is PSATKRWGF. (6) The peptide sequence is IASAPQQLCT. The binding affinity (normalized) is 0.0291. The MHC is HLA-A02:01 with pseudo-sequence HLA-A02:01.